This data is from Reaction yield outcomes from USPTO patents with 853,638 reactions. The task is: Predict the reaction yield, written as a fraction of the theoretical maximum amount of product (1.0 means a 100% yield; for example, 0.34 means a 34% yield). The reactants are [CH2:1]([O:3][CH2:4][C:5]1[N:6]([CH2:18][C:19]2([OH:25])[CH2:24][CH2:23][O:22][CH2:21][CH2:20]2)[C:7]2[C:16]3[CH:15]=[CH:14][CH:13]=[CH:12][C:11]=3[N:10]=[CH:9][C:8]=2[N:17]=1)[CH3:2].ClC1C=CC=C(C(OO)=O)C=1.ClCCl.ClC(Cl)(Cl)C([N:44]=C=O)=O. The catalyst is C(Cl)(Cl)Cl.CO. The product is [NH2:44][C:9]1[C:8]2[N:17]=[C:5]([CH2:4][O:3][CH2:1][CH3:2])[N:6]([CH2:18][C:19]3([OH:25])[CH2:24][CH2:23][O:22][CH2:21][CH2:20]3)[C:7]=2[C:16]2[CH:15]=[CH:14][CH:13]=[CH:12][C:11]=2[N:10]=1. The yield is 0.410.